Dataset: Catalyst prediction with 721,799 reactions and 888 catalyst types from USPTO. Task: Predict which catalyst facilitates the given reaction. (1) Reactant: [CH3:1][N:2]([CH3:6])[CH2:3][CH2:4][NH2:5].C(N(CC)CC)C.[CH3:14][C@@H:15]([C@@H:22]1[C@@:26]2([CH3:44])[CH2:27][CH2:28][CH:29]3[C@@:34]4([CH3:43])[CH2:35][CH2:36][CH:37]([O:39][C:40](Cl)=[O:41])[CH2:38][C:33]4=[CH:32][CH2:31][CH:30]3[CH:25]2[CH2:24][CH2:23]1)[CH2:16][CH2:17][CH2:18][CH:19]([CH3:21])[CH3:20]. Product: [CH3:14][C@@H:15]([C@@H:22]1[C@@:26]2([CH3:44])[CH2:27][CH2:28][C@@H:29]3[C@@:34]4([CH3:43])[CH2:35][CH2:36][C@H:37]([O:39][C:40]([NH:5][CH2:4][CH2:3][N:2]([CH3:6])[CH3:1])=[O:41])[CH2:38][C:33]4=[CH:32][CH2:31][C@H:30]3[C@@H:25]2[CH2:24][CH2:23]1)[CH2:16][CH2:17][CH2:18][CH:19]([CH3:20])[CH3:21]. The catalyst class is: 269. (2) Reactant: CC1[N:3]([C:8]2[N:9]=[C:10]([CH3:24])[C:11]3[CH:17]=[CH:16][C:15](=[O:18])[N:14]([N:19]4[CH2:23][CH2:22][CH2:21][CH2:20]4)[C:12]=3[N:13]=2)C(C)=CC=1. Product: [NH2:3][C:8]1[N:9]=[C:10]([CH3:24])[C:11]2[CH:17]=[CH:16][C:15](=[O:18])[N:14]([N:19]3[CH2:23][CH2:22][CH2:21][CH2:20]3)[C:12]=2[N:13]=1. The catalyst class is: 6. (3) Reactant: N1C=CN=C1.C1(P(C2C=CC=CC=2)C2C=CC=CC=2)C=CC=CC=1.[I:25]I.[CH3:27][O:28][CH2:29][C:30]1[CH:35]=[CH:34][CH:33]=[CH:32][C:31]=1[CH2:36]O. Product: [I:25][CH2:36][C:31]1[CH:32]=[CH:33][CH:34]=[CH:35][C:30]=1[CH2:29][O:28][CH3:27]. The catalyst class is: 2.